Dataset: Peptide-MHC class I binding affinity with 185,985 pairs from IEDB/IMGT. Task: Regression. Given a peptide amino acid sequence and an MHC pseudo amino acid sequence, predict their binding affinity value. This is MHC class I binding data. The peptide sequence is KTKDYVNGL. The MHC is HLA-B57:01 with pseudo-sequence HLA-B57:01. The binding affinity (normalized) is 0.168.